This data is from Full USPTO retrosynthesis dataset with 1.9M reactions from patents (1976-2016). The task is: Predict the reactants needed to synthesize the given product. Given the product [CH3:27][N:28]([CH2:21][C:12]1[C:13](=[O:20])[N:14]([CH2:16][CH:17]([CH3:19])[CH3:18])[N:15]=[C:10]([C:4]2[CH:5]=[CH:6][C:7]([O:8][CH3:9])=[C:2]([F:1])[CH:3]=2)[CH:11]=1)[CH3:29], predict the reactants needed to synthesize it. The reactants are: [F:1][C:2]1[CH:3]=[C:4]([C:10]2[CH:11]=[C:12]([CH2:21]OS(C)(=O)=O)[C:13](=[O:20])[N:14]([CH2:16][CH:17]([CH3:19])[CH3:18])[N:15]=2)[CH:5]=[CH:6][C:7]=1[O:8][CH3:9].[CH3:27][NH:28][CH3:29].